The task is: Predict the reactants needed to synthesize the given product.. This data is from Full USPTO retrosynthesis dataset with 1.9M reactions from patents (1976-2016). (1) Given the product [Cl:1][C:2]1[C:3]([F:28])=[C:4]([NH:8][C:9]2[C:18]3[C:13](=[CH:14][C:15]([O:26][CH3:27])=[C:16]([CH2:19][N:20]([C@@H:21]([CH3:25])[CH2:22][O:23][CH3:24])[C@H:34]([C:32]([OH:33])=[O:31])[CH3:35])[CH:17]=3)[N:12]=[CH:11][N:10]=2)[CH:5]=[CH:6][CH:7]=1, predict the reactants needed to synthesize it. The reactants are: [Cl:1][C:2]1[C:3]([F:28])=[C:4]([NH:8][C:9]2[C:18]3[C:13](=[CH:14][C:15]([O:26][CH3:27])=[C:16]([CH2:19][NH:20][C@@H:21]([CH3:25])[CH2:22][O:23][CH3:24])[CH:17]=3)[N:12]=[CH:11][N:10]=2)[CH:5]=[CH:6][CH:7]=1.CC[O:31][C:32]([C@H:34](OS(C(F)(F)F)(=O)=O)[CH3:35])=[O:33]. (2) Given the product [C:47]([N:51]1[CH:55]=[C:54]2[O:56][C:57]3([CH2:63][C:64](=[O:65])[C:53]2=[N:52]1)[CH2:62][CH2:61][N:60]([C:9](=[O:11])[C:8]1[CH:12]=[CH:13][C:5]([O:4][CH:1]([CH3:2])[CH3:3])=[C:6]([O:14][CH3:15])[CH:7]=1)[CH2:59][CH2:58]3)([CH3:50])([CH3:48])[CH3:49], predict the reactants needed to synthesize it. The reactants are: [CH:1]([O:4][C:5]1[CH:13]=[CH:12][C:8]([C:9]([OH:11])=O)=[CH:7][C:6]=1[O:14][CH3:15])([CH3:3])[CH3:2].CN(C(ON1N=NC2C=CC=NC1=2)=[N+](C)C)C.F[P-](F)(F)(F)(F)F.CCN(CC)CC.[C:47]([N:51]1[CH:55]=[C:54]2[O:56][C:57]3([CH2:63][C:64](=[O:65])[C:53]2=[N:52]1)[CH2:62][CH2:61][NH:60][CH2:59][CH2:58]3)([CH3:50])([CH3:49])[CH3:48]. (3) Given the product [Cl:12][C:9]1[S:8][C:7]([C:5]2[C:4]([C:13]3[CH:18]=[CH:17][N:16]=[C:15]([S:19][CH3:20])[N:14]=3)=[CH:3][NH:2][N:27]=2)=[CH:11][CH:10]=1, predict the reactants needed to synthesize it. The reactants are: C[N:2](C)[CH:3]=[C:4]([C:13]1[CH:18]=[CH:17][N:16]=[C:15]([S:19][CH3:20])[N:14]=1)[C:5]([C:7]1[S:8][C:9]([Cl:12])=[CH:10][CH:11]=1)=O.O.NN.C([N:27](CC)CC)C. (4) Given the product [Cl:1][C:2]1[N:3]=[C:4]([N:14]2[CH2:15][CH2:16][O:17][CH2:18][C@@H:13]2[CH3:12])[C:5]2[CH:10]=[CH:9][S:8][C:6]=2[N:7]=1, predict the reactants needed to synthesize it. The reactants are: [Cl:1][C:2]1[N:3]=[C:4](Cl)[C:5]2[CH:10]=[CH:9][S:8][C:6]=2[N:7]=1.[CH3:12][C@H:13]1[CH2:18][O:17][CH2:16][CH2:15][NH:14]1. (5) Given the product [F:10][C:8]([C:4]1[CH:3]=[C:2]([CH:7]=[CH:6][CH:5]=1)[NH2:19])([F:11])[CH3:9], predict the reactants needed to synthesize it. The reactants are: Br[C:2]1[CH:7]=[CH:6][CH:5]=[C:4]([C:8]([F:11])([F:10])[CH3:9])[CH:3]=1.C1(C(C2C=CC=CC=2)=[NH:19])C=CC=CC=1.C1(P(C2CCCCC2)C2C=CC=CC=2C2C(OC)=CC=CC=2OC)CCCCC1.C([O-])([O-])=O.[Cs+].[Cs+]. (6) Given the product [CH3:25][N:26]([CH3:50])[CH2:27][CH2:28][N:29]1[C:38]2[C:33](=[CH:34][C:35]([C:9]3[CH:10]=[N:11][C:6]([NH:5][C:4]([NH:3][CH2:1][CH3:2])=[O:24])=[CH:7][C:8]=3[C:15]3[S:16][CH:17]=[C:18]([C:20]([F:23])([F:22])[F:21])[N:19]=3)=[C:36]([NH:39][CH2:40][CH2:41][N:42]([CH3:43])[CH3:44])[CH:37]=2)[C:32](=[O:46])[C:31]([C:47]([OH:49])=[O:48])=[CH:30]1, predict the reactants needed to synthesize it. The reactants are: [CH2:1]([NH:3][C:4](=[O:24])[NH:5][C:6]1[N:11]=[CH:10][C:9](B(O)O)=[C:8]([C:15]2[S:16][CH:17]=[C:18]([C:20]([F:23])([F:22])[F:21])[N:19]=2)[CH:7]=1)[CH3:2].[CH3:25][N:26]([CH3:50])[CH2:27][CH2:28][N:29]1[C:38]2[C:33](=[CH:34][C:35](I)=[C:36]([NH:39][CH2:40][CH2:41][N:42]([CH3:44])[CH3:43])[CH:37]=2)[C:32](=[O:46])[C:31]([C:47]([OH:49])=[O:48])=[CH:30]1.C(=O)([O-])[O-].[K+].[K+].